Predict the reactants needed to synthesize the given product. From a dataset of Full USPTO retrosynthesis dataset with 1.9M reactions from patents (1976-2016). (1) Given the product [ClH:28].[OH:1][CH:2]1[CH:9]2[CH2:10][C:5]3([C:12]([NH:14][C@H:15]4[CH2:20][CH2:19][CH2:18][NH:17][CH2:16]4)=[O:13])[CH2:6][CH:7]([CH2:11][CH:3]1[CH2:4]3)[CH2:8]2, predict the reactants needed to synthesize it. The reactants are: [OH:1][CH:2]1[CH:9]2[CH2:10][C:5]3([C:12]([NH:14][C@H:15]4[CH2:20][CH2:19][CH2:18][N:17](C(OC(C)(C)C)=O)[CH2:16]4)=[O:13])[CH2:6][CH:7]([CH2:11][CH:3]1[CH2:4]3)[CH2:8]2.[ClH:28]. (2) Given the product [CH3:23][C:18]1([CH3:24])[C:19]([CH3:22])([CH3:21])[O:20][B:16]([C:2]2[CH:3]=[C:4]3[N:9]([CH:10]=2)[CH:8]=[CH:7][C:6]([C:11]([O:13][CH2:14][CH3:15])=[O:12])=[CH:5]3)[O:17]1, predict the reactants needed to synthesize it. The reactants are: Br[C:2]1[CH:3]=[C:4]2[N:9]([CH:10]=1)[CH:8]=[CH:7][C:6]([C:11]([O:13][CH2:14][CH3:15])=[O:12])=[CH:5]2.[B:16]1([B:16]2[O:20][C:19]([CH3:22])([CH3:21])[C:18]([CH3:24])([CH3:23])[O:17]2)[O:20][C:19]([CH3:22])([CH3:21])[C:18]([CH3:24])([CH3:23])[O:17]1.C([O-])(=O)C.[K+]. (3) Given the product [CH3:1][O:2][CH2:3][CH2:4][CH2:5][C:6]1[CH:7]=[CH:8][C:9]([N:12]2[CH2:25][CH2:24][C:14]3([CH2:15][CH2:16][C:17](=[O:18])[CH2:22][CH2:23]3)[C:13]2=[O:26])=[CH:10][CH:11]=1, predict the reactants needed to synthesize it. The reactants are: [CH3:1][O:2][CH2:3][CH2:4][CH2:5][C:6]1[CH:11]=[CH:10][C:9]([N:12]2[CH2:25][CH2:24][C:14]3([CH2:23][CH2:22][C:17]4(OCC[O:18]4)[CH2:16][CH2:15]3)[C:13]2=[O:26])=[CH:8][CH:7]=1.Cl.